Dataset: Catalyst prediction with 721,799 reactions and 888 catalyst types from USPTO. Task: Predict which catalyst facilitates the given reaction. (1) Reactant: [F:1][C:2]1[CH:3]=[C:4]([C@@H:9]2[CH2:13][N:12]([CH2:14][CH2:15][O:16][CH3:17])[CH2:11][C@H:10]2[NH:18][C:19]([NH:21][C:22]2[N:26]([C:27]3[CH:32]=[CH:31][CH:30]=[CH:29][CH:28]=3)[N:25]=[C:24]([C:33]3[CH:34]=[N:35][NH:36][CH:37]=3)[C:23]=2[CH3:38])=[O:20])[CH:5]=[CH:6][C:7]=1[F:8].[CH:39]1([C:42](Cl)=[O:43])[CH2:41][CH2:40]1.CCN(C(C)C)C(C)C. Product: [CH:39]1([C:42]([N:35]2[CH:34]=[C:33]([C:24]3[C:23]([CH3:38])=[C:22]([NH:21][C:19]([NH:18][C@H:10]4[C@H:9]([C:4]5[CH:5]=[CH:6][C:7]([F:8])=[C:2]([F:1])[CH:3]=5)[CH2:13][N:12]([CH2:14][CH2:15][O:16][CH3:17])[CH2:11]4)=[O:20])[N:26]([C:27]4[CH:32]=[CH:31][CH:30]=[CH:29][CH:28]=4)[N:25]=3)[CH:37]=[N:36]2)=[O:43])[CH2:41][CH2:40]1. The catalyst class is: 2. (2) Reactant: [CH2:1]([N:8]1[CH2:13][CH2:12][CH:11]([NH:14][C:15]2[CH:23]=[C:22]3[C:18]([CH2:19][CH2:20][N:21]3[C:24](=[O:26])[CH3:25])=[CH:17][CH:16]=2)[CH2:10][CH2:9]1)[C:2]1[CH:7]=[CH:6][CH:5]=[CH:4][CH:3]=1.C(N(C(C)C)CC)(C)C.[C:36]1([C@@H:42]2[CH2:44][C@H:43]2[C:45](Cl)=[O:46])[CH:41]=[CH:40][CH:39]=[CH:38][CH:37]=1. Product: [C:24]([N:21]1[C:22]2[C:18](=[CH:17][CH:16]=[C:15]([N:14]([CH:11]3[CH2:12][CH2:13][N:8]([CH2:1][C:2]4[CH:3]=[CH:4][CH:5]=[CH:6][CH:7]=4)[CH2:9][CH2:10]3)[C:45]([C@@H:43]3[CH2:44][C@H:42]3[C:36]3[CH:41]=[CH:40][CH:39]=[CH:38][CH:37]=3)=[O:46])[CH:23]=2)[CH2:19][CH2:20]1)(=[O:26])[CH3:25]. The catalyst class is: 10.